This data is from Catalyst prediction with 721,799 reactions and 888 catalyst types from USPTO. The task is: Predict which catalyst facilitates the given reaction. (1) Reactant: N#N.Br[C:4]1[C:5]([O:13][CH3:14])=[CH:6][C:7]([OH:12])=[C:8]([CH:11]=1)[CH:9]=[O:10].[S:15]1[CH:19]=[CH:18][CH:17]=[C:16]1B(O)O.C([O-])([O-])=O.[Na+].[Na+]. Product: [S:15]1[C:19]([C:4]2[C:5]([O:13][CH3:14])=[CH:6][C:7]([OH:12])=[C:8]([CH:11]=2)[CH:9]=[O:10])=[CH:18][C:17]2[CH:5]=[CH:4][CH:11]=[CH:8][C:16]1=2. The catalyst class is: 57. (2) The catalyst class is: 5. Reactant: [Cl:1][C:2]1[N:3]=[CH:4][C:5]2[C:10]([CH:11]=1)=[CH:9][C:8]([C@H:12]([NH:14][S@@](C(C)(C)C)=O)[CH3:13])=[CH:7][CH:6]=2.Cl.O1CCOCC1. Product: [ClH:1].[Cl:1][C:2]1[N:3]=[CH:4][C:5]2[C:10]([CH:11]=1)=[CH:9][C:8]([C@H:12]([NH2:14])[CH3:13])=[CH:7][CH:6]=2. (3) Reactant: [CH:1]1([OH:13])[CH2:12][CH2:11][CH2:10][CH2:9][CH2:8][CH2:7][CH2:6][CH2:5][CH2:4][CH2:3][CH2:2]1.[C:14]([O:17][CH:18]1[CH:23]([N:24]([CH3:26])[CH3:25])[CH2:22][CH:21]([CH3:27])[O:20][CH:19]1F)(=[O:16])[CH3:15].B(F)(F)F.CCOCC. Product: [C:14]([O:17][CH:18]1[CH:23]([N:24]([CH3:25])[CH3:26])[CH2:22][CH:21]([CH3:27])[O:20][CH:19]1[O:13][CH:1]1[CH2:12][CH2:11][CH2:10][CH2:9][CH2:8][CH2:7][CH2:6][CH2:5][CH2:4][CH2:3][CH2:2]1)(=[O:16])[CH3:15]. The catalyst class is: 13. (4) Reactant: Br[C:2]1[CH:11]=[CH:10][C:9]2[C:4](=[CH:5][CH:6]=[C:7]([O:12][CH:13]3[CH2:18][CH2:17][CH:16]([C:19]([CH3:22])([CH3:21])[CH3:20])[CH2:15][CH2:14]3)[CH:8]=2)[CH:3]=1.C([Li])CCC.CCCCCC.CON(C)[C:37](=[O:39])[CH3:38]. Product: [C:19]([CH:16]1[CH2:15][CH2:14][CH:13]([O:12][C:7]2[CH:8]=[C:9]3[C:4](=[CH:5][CH:6]=2)[CH:3]=[C:2]([C:37](=[O:39])[CH3:38])[CH:11]=[CH:10]3)[CH2:18][CH2:17]1)([CH3:20])([CH3:21])[CH3:22]. The catalyst class is: 1. (5) Reactant: [Na].[F:2][C:3]([F:14])([F:13])[C:4]1[CH:9]=[CH:8][C:7]([C:10](=[O:12])[CH3:11])=[CH:6][CH:5]=1.[C:15](OCC)(=[O:21])[C:16]([O:18][CH2:19][CH3:20])=[O:17].CCCCCC. Product: [O:21]=[C:15]([CH2:11][C:10](=[O:12])[C:7]1[CH:6]=[CH:5][C:4]([C:3]([F:13])([F:14])[F:2])=[CH:9][CH:8]=1)[C:16]([O:18][CH2:19][CH3:20])=[O:17]. The catalyst class is: 653. (6) Reactant: [Cl:1][C:2]1[CH:3]=[N:4][N:5]([C:7]2[CH:12]=[C:11]([CH3:13])[C:10]([C:14]3[C:15](=[O:21])[CH2:16][CH2:17][C:18]=3[O:19][CH3:20])=[C:9]([CH3:22])[CH:8]=2)[CH:6]=1.[Li+].C[Si]([N-][Si](C)(C)C)(C)C.Br[CH2:34][C:35]#[N:36]. Product: [Cl:1][C:2]1[CH:3]=[N:4][N:5]([C:7]2[CH:8]=[C:9]([CH3:22])[C:10]([C:14]3[C:15](=[O:21])[CH:16]([CH2:34][C:35]#[N:36])[CH2:17][C:18]=3[O:19][CH3:20])=[C:11]([CH3:13])[CH:12]=2)[CH:6]=1. The catalyst class is: 1. (7) Reactant: [Br:1][C:2]1[CH:21]=[CH:20][C:5]([O:6][C:7]2[N:14]=[C:13]([NH:15][CH2:16][CH2:17][O:18][CH3:19])[CH:12]=[CH:11][C:8]=2[C:9]#[N:10])=[CH:4][C:3]=1[CH:22]1OCC[O:23]1.Cl.O. Product: [Br:1][C:2]1[CH:21]=[CH:20][C:5]([O:6][C:7]2[N:14]=[C:13]([NH:15][CH2:16][CH2:17][O:18][CH3:19])[CH:12]=[CH:11][C:8]=2[C:9]#[N:10])=[CH:4][C:3]=1[CH:22]=[O:23]. The catalyst class is: 1.